Predict the reaction yield, written as a fraction of the theoretical maximum amount of product (1.0 means a 100% yield; for example, 0.34 means a 34% yield). From a dataset of Reaction yield outcomes from USPTO patents with 853,638 reactions. (1) The reactants are O=[C:2]1[CH2:16][CH:5]2[CH2:6][N:7]([C:9]([O:11][C:12]([CH3:15])([CH3:14])[CH3:13])=[O:10])[CH2:8][CH:4]2[CH2:3]1.[CH2:17]([NH2:24])[C:18]1[CH:23]=[CH:22][CH:21]=[CH:20][CH:19]=1.CC(O)=O.[BH-](OC(C)=O)(OC(C)=O)OC(C)=O.[Na+]. The catalyst is C(Cl)Cl. The product is [CH2:17]([NH:24][CH:2]1[CH2:16][CH:5]2[CH2:6][N:7]([C:9]([O:11][C:12]([CH3:15])([CH3:14])[CH3:13])=[O:10])[CH2:8][CH:4]2[CH2:3]1)[C:18]1[CH:23]=[CH:22][CH:21]=[CH:20][CH:19]=1. The yield is 0.553. (2) The reactants are [Li][CH2:2]CCC.[CH3:6][CH2:7][CH2:8][CH2:9][CH2:10][CH3:11].C[N:13]([CH:15]=O)[CH3:14].[CH2:17]1[CH2:21][O:20][CH2:19][CH2:18]1. No catalyst specified. The product is [C:8]1([CH3:2])[CH:7]=[CH:6][CH:11]=[CH:10][C:9]=1[C:15]1[CH:21]=[CH:17][C:18]([CH:19]=[O:20])=[CH:14][N:13]=1. The yield is 0.910. (3) The reactants are C[O:2][C:3](=[O:17])[CH2:4][N:5]([C:10]([O:12][C:13]([CH3:16])([CH3:15])[CH3:14])=[O:11])[CH2:6][CH:7]([CH3:9])[CH3:8].O.[OH-].[Li+]. The catalyst is C1COCC1.O.C(OCC)(=O)C. The product is [C:13]([O:12][C:10]([N:5]([CH2:6][CH:7]([CH3:9])[CH3:8])[CH2:4][C:3]([OH:17])=[O:2])=[O:11])([CH3:16])([CH3:15])[CH3:14]. The yield is 0.400. (4) The reactants are [OH:1][C:2]1[CH:10]=[CH:9][C:5]([C:6]([OH:8])=[O:7])=[CH:4][C:3]=1[CH3:11].[CH3:12]N(C=O)C.S(Cl)(Cl)=O. The catalyst is CO. The product is [OH:1][C:2]1[CH:10]=[CH:9][C:5]([C:6]([O:8][CH3:12])=[O:7])=[CH:4][C:3]=1[CH3:11]. The yield is 0.960. (5) The reactants are [Br:1][C:2]1[CH:3]=[CH:4][C:5]2=[C:6]([CH:23]=1)[N:7]=[C:8]([NH:15][C:16]([O:18][C:19]([CH3:22])([CH3:21])[CH3:20])=[O:17])[CH2:9][C:10]([C:12](O)=[O:13])=[CH:11]2.C1C=CC2N(O)N=NC=2C=1.CCN=C=NCCCN(C)C.Cl.[F:46][CH2:47][CH2:48][CH2:49][NH:50][CH2:51][CH2:52][CH3:53].C(N(CC)CC)C. The catalyst is CN(C=O)C.CCOC(C)=O. The product is [Br:1][C:2]1[CH:3]=[CH:4][C:5]2=[C:6]([CH:23]=1)[N:7]=[C:8]([NH:15][C:16](=[O:17])[O:18][C:19]([CH3:20])([CH3:22])[CH3:21])[CH2:9][C:10]([C:12](=[O:13])[N:50]([CH2:49][CH2:48][CH2:47][F:46])[CH2:51][CH2:52][CH3:53])=[CH:11]2. The yield is 0.260.